From a dataset of Reaction yield outcomes from USPTO patents with 853,638 reactions. Predict the reaction yield, written as a fraction of the theoretical maximum amount of product (1.0 means a 100% yield; for example, 0.34 means a 34% yield). The reactants are FC(F)(F)C(O)=O.C(OC(=O)[NH:14][C:15]1[CH:27]=[CH:26][C:25]2[C:24]3[C:19](=[CH:20][C:21]([N:28]([CH2:32][CH2:33][CH3:34])[CH2:29][CH2:30][CH3:31])=[CH:22][CH:23]=3)[CH2:18][C:17]=2[CH:16]=1)(C)(C)C. The catalyst is ClCCl. The product is [CH2:32]([N:28]([CH2:29][CH2:30][CH3:31])[C:21]1[CH:22]=[CH:23][C:24]2[C:25]3[C:17](=[CH:16][C:15]([NH2:14])=[CH:27][CH:26]=3)[CH2:18][C:19]=2[CH:20]=1)[CH2:33][CH3:34]. The yield is 0.910.